Dataset: Retrosynthesis with 50K atom-mapped reactions and 10 reaction types from USPTO. Task: Predict the reactants needed to synthesize the given product. (1) Given the product CC(C)(C)c1csc(NC(=O)[C@@H]2CCCN2CC2CCOCC2)n1, predict the reactants needed to synthesize it. The reactants are: CC(C)(C)c1csc(NC(=O)[C@@H]2CCCN2)n1.O=CC1CCOCC1. (2) Given the product CCN(C(=O)c1csc(N)c1)c1ccccc1, predict the reactants needed to synthesize it. The reactants are: CCN(C(=O)c1csc([N+](=O)[O-])c1)c1ccccc1. (3) Given the product COC(=O)C[C@@H](N)CSCc1ccc(OC)cc1, predict the reactants needed to synthesize it. The reactants are: COC(=O)C[C@H](CSCc1ccc(OC)cc1)NC(=O)OC(C)(C)C. (4) Given the product O=C(O)c1cn(-c2ccc(F)cc2F)c2nc(N3CCNCC3)c(F)cc2c1=O, predict the reactants needed to synthesize it. The reactants are: CCOC(=O)c1cn(-c2ccc(F)cc2F)c2nc(N3CCNCC3)c(F)cc2c1=O. (5) Given the product COCCOCOc1cc2ccc(-c3ccc(C=O)cc3)cc2cc1C12CC3CC(CC(C3)C1)C2, predict the reactants needed to synthesize it. The reactants are: COCCOCOc1cc2ccc(-c3ccc(CO)cc3)cc2cc1C12CC3CC(CC(C3)C1)C2.